Binary Classification. Given a drug SMILES string, predict its activity (active/inactive) in a high-throughput screening assay against a specified biological target. From a dataset of Cav3 T-type calcium channel HTS with 100,875 compounds. (1) The drug is S(c1ncc(/C=C2\C(=O)N(CC=C)C(=O)NC2=O)cn1)C. The result is 0 (inactive). (2) The drug is O=C1N(CC(C1)C(=O)NCc1cc2OCOc2cc1)CCc1ccccc1. The result is 0 (inactive). (3) The drug is O=C1N(c2c(/C1=C1/NCCCC1)cccc2)CC. The result is 0 (inactive). (4) The drug is O=C(N1C2N(C3N(C2N(C2N(C3N(C12)C(=O)C)C(=O)C)C(=O)C)C(=O)C)C(=O)C)C. The result is 0 (inactive). (5) The result is 0 (inactive). The compound is OC1(c2c(n(nc2C)c2nc(cc(n2)C)C)N)c2c(NC1=O)cccc2.